From a dataset of Forward reaction prediction with 1.9M reactions from USPTO patents (1976-2016). Predict the product of the given reaction. (1) Given the reactants [CH3:1][C@H:2]1[CH2:6][CH2:5][CH2:4][N:3]1[C:7]([C:9]1[N:17]2[C:12]([CH2:13][O:14][CH2:15][CH2:16]2)=[C:11]([C:18]([OH:20])=O)[CH:10]=1)=[O:8].ON1C2C=CC=CC=2N=N1.[C:31]1([C@H:37]([NH2:40])[CH2:38][CH3:39])[CH:36]=[CH:35][CH:34]=[CH:33][CH:32]=1.O, predict the reaction product. The product is: [C:31]1([C@H:37]([NH:40][C:18]([C:11]2[CH:10]=[C:9]([C:7]([N:3]3[CH2:4][CH2:5][CH2:6][C@@H:2]3[CH3:1])=[O:8])[N:17]3[CH2:16][CH2:15][O:14][CH2:13][C:12]=23)=[O:20])[CH2:38][CH3:39])[CH:36]=[CH:35][CH:34]=[CH:33][CH:32]=1. (2) The product is: [Cl:1][CH:2]1[NH:7][CH:6]=[CH:5][N:4]2[C:10]([CH:12]3[CH2:15][CH2:14][CH2:13]3)=[N:9][C:8]([C:16]3[CH:17]=[C:18]4[C:23]([N:22]=[CH:21][C:20]([C:26]5[CH:31]=[CH:30][CH:29]=[CH:28][CH:27]=5)=[N:19]4)=[CH:24][CH:25]=3)=[C:3]12. Given the reactants [Cl:1][C:2]1[C:3]([CH:8]([C:16]2[CH:17]=[C:18]3[C:23](=[CH:24][CH:25]=2)[N:22]=[CH:21][C:20]([C:26]2[CH:31]=[CH:30][CH:29]=[CH:28][CH:27]=2)=[N:19]3)[NH:9][C:10]([CH:12]2[CH2:15][CH2:14][CH2:13]2)=O)=[N:4][CH:5]=[CH:6][N:7]=1, predict the reaction product. (3) Given the reactants [F:1][C:2]1[CH:3]=[C:4](B(O)O)[C:5]([O:8][CH3:9])=[N:6][CH:7]=1.[Br:13][C:14]1[CH:19]=[CH:18][C:17](I)=[CH:16][C:15]=1[O:21][CH3:22].C(=O)([O-])[O-].[K+].[K+], predict the reaction product. The product is: [Br:13][C:14]1[CH:19]=[CH:18][C:17]([C:4]2[C:5]([O:8][CH3:9])=[N:6][CH:7]=[C:2]([F:1])[CH:3]=2)=[CH:16][C:15]=1[O:21][CH3:22]. (4) The product is: [CH2:1]([NH:3][C:4]([C:6]1[CH:7]=[C:8]2[C:13](=[CH:14][C:15]=1[O:16][CH2:31][CH:32]1[CH2:37][CH2:36][N:35]([CH3:38])[CH2:34][CH2:33]1)[N:12]=[CH:11][CH:10]=[C:9]2[O:17][C:18]1[CH:23]=[CH:22][C:21]([NH:24][C:25]([NH:27][CH3:28])=[O:26])=[C:20]([Cl:29])[CH:19]=1)=[O:5])[CH3:2]. Given the reactants [CH2:1]([NH:3][C:4]([C:6]1[CH:7]=[C:8]2[C:13](=[CH:14][C:15]=1[OH:16])[N:12]=[CH:11][CH:10]=[C:9]2[O:17][C:18]1[CH:23]=[CH:22][C:21]([NH:24][C:25]([NH:27][CH3:28])=[O:26])=[C:20]([Cl:29])[CH:19]=1)=[O:5])[CH3:2].Br[CH2:31][CH:32]1[CH2:37][CH2:36][N:35]([C:38](OC(C)(C)C)=O)[CH2:34][CH2:33]1.C(=O)([O-])[O-].[K+].[K+].C=O.C([BH3-])#N.[Na+], predict the reaction product. (5) Given the reactants [C:1]([O:4][CH2:5][C:6](=[O:12])[NH:7][CH2:8][C:9](=O)[CH3:10])(=[O:3])[CH3:2], predict the reaction product. The product is: [C:1]([O:4][CH2:5][C:6]1[O:12][C:9]([CH3:10])=[CH:8][N:7]=1)(=[O:3])[CH3:2]. (6) Given the reactants Br[C:2]1[O:3][CH:4]=[C:5]([C:7]2[CH:12]=[CH:11][CH:10]=[CH:9][CH:8]=2)[N:6]=1.C(=O)([O-])[O-].[Na+].[Na+].[CH2:19]([C:21]1[CH:26]=[CH:25][CH:24]=[C:23]([CH2:27][CH3:28])[C:22]=1B(O)O)[CH3:20], predict the reaction product. The product is: [CH2:19]([C:21]1[CH:26]=[CH:25][CH:24]=[C:23]([CH2:27][CH3:28])[C:22]=1[C:2]1[O:3][CH:4]=[C:5]([C:7]2[CH:12]=[CH:11][CH:10]=[CH:9][CH:8]=2)[N:6]=1)[CH3:20].